From a dataset of NCI-60 drug combinations with 297,098 pairs across 59 cell lines. Regression. Given two drug SMILES strings and cell line genomic features, predict the synergy score measuring deviation from expected non-interaction effect. (1) Drug 1: CCCS(=O)(=O)NC1=C(C(=C(C=C1)F)C(=O)C2=CNC3=C2C=C(C=N3)C4=CC=C(C=C4)Cl)F. Drug 2: CCCCCOC(=O)NC1=NC(=O)N(C=C1F)C2C(C(C(O2)C)O)O. Cell line: SNB-19. Synergy scores: CSS=-3.08, Synergy_ZIP=0.672, Synergy_Bliss=-1.52, Synergy_Loewe=-4.42, Synergy_HSA=-4.40. (2) Drug 1: C1CC(=O)NC(=O)C1N2CC3=C(C2=O)C=CC=C3N. Drug 2: C1=CN(C=N1)CC(O)(P(=O)(O)O)P(=O)(O)O. Cell line: RXF 393. Synergy scores: CSS=5.29, Synergy_ZIP=-4.38, Synergy_Bliss=-4.34, Synergy_Loewe=-4.43, Synergy_HSA=-2.43. (3) Drug 1: CC12CCC(CC1=CCC3C2CCC4(C3CC=C4C5=CN=CC=C5)C)O. Drug 2: CC1CCC2CC(C(=CC=CC=CC(CC(C(=O)C(C(C(=CC(C(=O)CC(OC(=O)C3CCCCN3C(=O)C(=O)C1(O2)O)C(C)CC4CCC(C(C4)OC)OCCO)C)C)O)OC)C)C)C)OC. Cell line: HL-60(TB). Synergy scores: CSS=-1.38, Synergy_ZIP=-0.714, Synergy_Bliss=-4.15, Synergy_Loewe=-18.2, Synergy_HSA=-9.80. (4) Drug 1: C1=NNC2=C1C(=O)NC=N2. Drug 2: C1CN(P(=O)(OC1)NCCCl)CCCl. Cell line: SR. Synergy scores: CSS=-1.38, Synergy_ZIP=2.57, Synergy_Bliss=4.49, Synergy_Loewe=-3.10, Synergy_HSA=-2.91. (5) Drug 1: C1CC(C1)(C2=CC=C(C=C2)C3=C(C=C4C(=N3)C=CN5C4=NNC5=O)C6=CC=CC=C6)N. Drug 2: CN1C=C(C=N1)C2=C3N=C(C(=C(N3N=C2)N)Br)C4CCCNC4. Cell line: T-47D. Synergy scores: CSS=26.8, Synergy_ZIP=5.02, Synergy_Bliss=2.48, Synergy_Loewe=-8.31, Synergy_HSA=-1.31.